Dataset: Catalyst prediction with 721,799 reactions and 888 catalyst types from USPTO. Task: Predict which catalyst facilitates the given reaction. (1) Reactant: [NH2:1][C:2]1[N:6]([C:7]2[CH:14]=[CH:13][C:10]([C:11]#[N:12])=[CH:9][CH:8]=2)[N:5]=[C:4]([C:15]([CH3:18])([CH3:17])[CH3:16])[CH:3]=1.C(=O)([O-])[O-].[K+].[K+].Cl[C:26]([O:28][C:29]1[CH:34]=[CH:33][CH:32]=[CH:31][CH:30]=1)=[O:27]. Product: [C:15]([C:4]1[CH:3]=[C:2]([NH:1][C:26](=[O:27])[O:28][C:29]2[CH:34]=[CH:33][CH:32]=[CH:31][CH:30]=2)[N:6]([C:7]2[CH:14]=[CH:13][C:10]([C:11]#[N:12])=[CH:9][CH:8]=2)[N:5]=1)([CH3:18])([CH3:17])[CH3:16]. The catalyst class is: 2. (2) The catalyst class is: 115. Reactant: [NH2:1][C:2]1[C:7]([Br:8])=[N:6][C:5]([Br:9])=[CH:4][N:3]=1.[Cl:10][CH2:11][C:12](O[C:12](=[O:13])[CH2:11][Cl:10])=[O:13]. Product: [Cl:10][CH2:11][C:12]([NH:1][C:2]1[C:7]([Br:8])=[N:6][C:5]([Br:9])=[CH:4][N:3]=1)=[O:13]. (3) Reactant: [OH:1][C:2]1[CH:12]=[CH:11][C:5]([C:6]([O:8][CH2:9][CH3:10])=[O:7])=[CH:4][CH:3]=1.C([O-])([O-])=O.[K+].[K+].[Na+].[I-].[CH2:21](Cl)[C:22]1[CH:29]=[CH:28][C:25]([O:26][CH3:27])=[CH:24][CH:23]=1. Product: [CH3:27][O:26][C:25]1[CH:28]=[CH:29][C:22]([CH2:21][O:1][C:2]2[CH:3]=[CH:4][C:5]([C:6]([O:8][CH2:9][CH3:10])=[O:7])=[CH:11][CH:12]=2)=[CH:23][CH:24]=1. The catalyst class is: 3. (4) Reactant: [NH2:1][C:2]1[C:7]([CH:8]=[O:9])=[CH:6][CH:5]=[CH:4][N:3]=1.[NH2:10][C:11]1[C:12](O)=[C:13]([CH:16]=[CH:17][CH:18]=1)[C:14]#[N:15]. Product: [NH2:1][C:2]1[C:7]([CH:8]2[NH:10][C:11]3[CH:18]=[CH:17][CH:16]=[C:13]([C:14]#[N:15])[C:12]=3[O:9]2)=[CH:6][CH:5]=[CH:4][N:3]=1. The catalyst class is: 5. (5) Reactant: [Li].[Br:2][C:3]1[CH:8]=[C:7]([F:9])[CH:6]=[CH:5][C:4]=1[C@@H:10]1[C:15]([C:16]([O:18][C@H:19](C)C(OC(C)C)=O)=[O:17])=[C:14]([CH2:27][N:28]2[CH2:33][CH2:32][O:31][CH2:30][CH2:29]2)[NH:13][C:12]([C:34]2[S:35][CH:36]=[CH:37][N:38]=2)=[N:11]1. Product: [Br:2][C:3]1[CH:8]=[C:7]([F:9])[CH:6]=[CH:5][C:4]=1[C@H:10]1[C:15]([C:16]([O:18][CH3:19])=[O:17])=[C:14]([CH2:27][N:28]2[CH2:29][CH2:30][O:31][CH2:32][CH2:33]2)[NH:13][C:12]([C:34]2[S:35][CH:36]=[CH:37][N:38]=2)=[N:11]1. The catalyst class is: 5.